Dataset: Forward reaction prediction with 1.9M reactions from USPTO patents (1976-2016). Task: Predict the product of the given reaction. (1) Given the reactants [NH:1]1[C:9]2[C:4](=[C:5]([C:10]3[CH:18]=[C:17]4[C:13]([CH:14]=[N:15][N:16]4[CH3:19])=[C:12]([N+:20]([O-])=O)[CH:11]=3)[CH:6]=[CH:7][CH:8]=2)[CH:3]=[CH:2]1, predict the reaction product. The product is: [NH:1]1[C:9]2[C:4](=[C:5]([C:10]3[CH:11]=[C:12]([NH2:20])[C:13]4[CH:14]=[N:15][N:16]([CH3:19])[C:17]=4[CH:18]=3)[CH:6]=[CH:7][CH:8]=2)[CH:3]=[CH:2]1. (2) The product is: [CH3:21][N:22]1[CH2:27][CH2:26][N:25]([CH2:6][C:7]2[N:8]=[C:9]([NH:13][C:14](=[O:15])[O:16][C:17]([CH3:20])([CH3:19])[CH3:18])[CH:10]=[CH:11][CH:12]=2)[CH2:24][CH2:23]1. Given the reactants CS(O[CH2:6][C:7]1[CH:12]=[CH:11][CH:10]=[C:9]([NH:13][C:14]([O:16][C:17]([CH3:20])([CH3:19])[CH3:18])=[O:15])[N:8]=1)(=O)=O.[CH3:21][N:22]1[CH2:27][CH2:26][NH:25][CH2:24][CH2:23]1.C(=O)([O-])[O-].[K+].[K+], predict the reaction product. (3) Given the reactants [CH2:1]([N:3]([CH2:17][CH3:18])[C:4](=[O:16])[C:5]1[CH:10]=[CH:9][C:8]([CH3:11])=[CH:7][C:6]=1[Si:12]([CH3:15])([CH3:14])[CH3:13])[CH3:2].[Cl:19]C(Cl)(Cl)C(Cl)(Cl)Cl, predict the reaction product. The product is: [CH2:17]([N:3]([CH2:1][CH3:2])[C:4](=[O:16])[C:5]1[C:6]([Si:12]([CH3:15])([CH3:14])[CH3:13])=[CH:7][C:8]([CH3:11])=[CH:9][C:10]=1[Cl:19])[CH3:18]. (4) Given the reactants [N:1]1([CH2:7][C:8]2[CH:13]=[CH:12][C:11]([C:14]#[C:15][C:16]3[CH:24]=[CH:23][C:19]([C:20](O)=[O:21])=[CH:18][CH:17]=3)=[CH:10][CH:9]=2)[CH2:6][CH2:5][O:4][CH2:3][CH2:2]1.Cl.CN(C(ON1N=NC2C=CC=NC1=2)=[N+](C)C)C.F[P-](F)(F)(F)(F)F.CCN(C(C)C)C(C)C.[NH2:59][C@H:60]([C:67]([O:69][CH3:70])=[O:68])[C:61]1[CH:66]=[CH:65][CH:64]=[CH:63][CH:62]=1.Cl, predict the reaction product. The product is: [CH3:70][O:69][C:67](=[O:68])[CH:60]([NH:59][C:20](=[O:21])[C:19]1[CH:18]=[CH:17][C:16]([C:15]#[C:14][C:11]2[CH:12]=[CH:13][C:8]([CH2:7][N:1]3[CH2:6][CH2:5][O:4][CH2:3][CH2:2]3)=[CH:9][CH:10]=2)=[CH:24][CH:23]=1)[C:61]1[CH:66]=[CH:65][CH:64]=[CH:63][CH:62]=1. (5) Given the reactants [Cl:1][C:2](Cl)([O:4]C(=O)OC(Cl)(Cl)Cl)Cl.[N:13]1([CH:19]2[CH2:24][CH2:23][NH:22][CH2:21][CH2:20]2)[CH2:18][CH2:17][CH2:16][CH2:15][CH2:14]1, predict the reaction product. The product is: [N:13]1([CH:19]2[CH2:24][CH2:23][N:22]([C:2]([Cl:1])=[O:4])[CH2:21][CH2:20]2)[CH2:18][CH2:17][CH2:16][CH2:15][CH2:14]1.